This data is from hERG Central: cardiac toxicity at 1µM, 10µM, and general inhibition. The task is: Predict hERG channel inhibition at various concentrations. (1) The drug is COc1cccc2sc(N(CCN(C)C)C(=O)c3ccc4c(c3)CCCC4)nc12.Cl. Results: hERG_inhib (hERG inhibition (general)): blocker. (2) The drug is Cc1ccc(NC(=O)CCc2nnc3ccc(NCc4ccco4)nn23)cc1F. Results: hERG_inhib (hERG inhibition (general)): blocker. (3) The drug is CN1CCc2cc(Cl)c(O)cc2[C@@H](c2ccccc2)C1.Cl. Results: hERG_inhib (hERG inhibition (general)): blocker. (4) The drug is Cc1ccc(-c2noc(CCC(=O)NCCCN3CCN(c4ccc(F)cc4)CC3)n2)cc1. Results: hERG_inhib (hERG inhibition (general)): blocker. (5) The molecule is O=C1N=C(N2CCN(c3ccccc3)CC2)S/C1=C/c1ccco1. Results: hERG_inhib (hERG inhibition (general)): blocker.